From a dataset of Forward reaction prediction with 1.9M reactions from USPTO patents (1976-2016). Predict the product of the given reaction. The product is: [CH3:29][O:30][C:31]1[CH:32]=[C:33]2[C:38](=[CH:39][C:40]=1[O:41][CH3:42])[N:37]=[CH:36][N:35]=[C:34]2[O:43][C:44]1[CH:50]=[CH:49][C:47]([NH:48][C:63]([NH:62][C:60](=[O:61])[CH2:59][CH2:58][CH2:57][C:51]2[CH:52]=[CH:53][CH:54]=[CH:55][CH:56]=2)=[S:64])=[CH:46][CH:45]=1. Given the reactants S(Cl)(Cl)=O.C1(CCCC(O)=O)C=CC=CC=1.C1(CCCC(Cl)=O)C=CC=CC=1.[CH3:29][O:30][C:31]1[CH:32]=[C:33]2[C:38](=[CH:39][C:40]=1[O:41][CH3:42])[N:37]=[CH:36][N:35]=[C:34]2[O:43][C:44]1[CH:50]=[CH:49][C:47]([NH2:48])=[CH:46][CH:45]=1.[C:51]1([CH2:57][CH2:58][CH2:59][C:60]([N:62]=[C:63]=[S:64])=[O:61])[CH:56]=[CH:55][CH:54]=[CH:53][CH:52]=1, predict the reaction product.